Dataset: Forward reaction prediction with 1.9M reactions from USPTO patents (1976-2016). Task: Predict the product of the given reaction. (1) Given the reactants C(N(CC)CC)C.Cl[S:9]([C:12]1[S:13][CH:14]=[CH:15][CH:16]=1)(=[O:11])=[O:10].[C:17]([O:21][C:22]([N:24]1[CH2:29][CH2:28][NH:27][CH:26]([CH3:30])[CH2:25]1)=[O:23])([CH3:20])([CH3:19])[CH3:18].CO.C(Cl)(Cl)Cl, predict the reaction product. The product is: [CH3:30][CH:26]1[N:27]([S:9]([C:12]2[S:13][CH:14]=[CH:15][CH:16]=2)(=[O:11])=[O:10])[CH2:28][CH2:29][N:24]([C:22]([O:21][C:17]([CH3:18])([CH3:20])[CH3:19])=[O:23])[CH2:25]1. (2) Given the reactants [C:1]([C:3]1[CH:4]=[C:5]([CH:10]=[CH:11][C:12]=1[O:13][CH3:14])[C:6]([O:8]C)=[O:7])#[N:2].O.[OH-].[Li+], predict the reaction product. The product is: [C:1]([C:3]1[CH:4]=[C:5]([CH:10]=[CH:11][C:12]=1[O:13][CH3:14])[C:6]([OH:8])=[O:7])#[N:2]. (3) The product is: [CH2:1]([O:8][C:9]1[CH:10]=[CH:11][CH:12]=[C:13]2[C:17]=1[N:16]([CH3:18])[CH:15]=[CH:14]2)[C:2]1[CH:7]=[CH:6][CH:5]=[CH:4][CH:3]=1. Given the reactants [CH2:1]([O:8][C:9]1[CH:10]=[CH:11][CH:12]=[C:13]2[C:17]=1[NH:16][CH:15]=[CH:14]2)[C:2]1[CH:7]=[CH:6][CH:5]=[CH:4][CH:3]=1.[CH3:18]C1C2C(=CC=CC=2)NC=1, predict the reaction product. (4) Given the reactants Br[CH2:2][CH2:3][CH2:4][N:5]1[C:9]2[CH:10]=[CH:11][CH:12]=[CH:13][C:8]=2[N:7]([C:14]2[CH:19]=[CH:18][C:17]([F:20])=[CH:16][C:15]=2[CH3:21])[S:6]1(=[O:23])=[O:22].[CH3:24][NH2:25], predict the reaction product. The product is: [F:20][C:17]1[CH:18]=[CH:19][C:14]([N:7]2[C:8]3[CH:13]=[CH:12][CH:11]=[CH:10][C:9]=3[N:5]([CH2:4][CH2:3][CH2:2][NH:25][CH3:24])[S:6]2(=[O:23])=[O:22])=[C:15]([CH3:21])[CH:16]=1. (5) Given the reactants [F:1][C:2]1[CH:10]=[CH:9][C:8]2[N:7]([CH2:11][C:12]3[CH:21]=[CH:20][C:15]([C:16]([O:18][CH3:19])=[O:17])=[CH:14][CH:13]=3)[C:6]3[CH2:22][CH2:23][N:24]([CH2:27][CH2:28]O)[C:25](=[O:26])[C:5]=3[C:4]=2[CH:3]=1.CCN(C(C)C)C(C)C.CS(Cl)(=O)=O.[OH:44][CH2:45][C@H:46]1[CH2:50][CH2:49][CH2:48][NH:47]1, predict the reaction product. The product is: [F:1][C:2]1[CH:10]=[CH:9][C:8]2[N:7]([CH2:11][C:12]3[CH:21]=[CH:20][C:15]([C:16]([O:18][CH3:19])=[O:17])=[CH:14][CH:13]=3)[C:6]3[CH2:22][CH2:23][N:24]([CH2:27][CH2:28][N:47]4[CH2:48][CH2:49][CH2:50][C@@H:46]4[CH2:45][OH:44])[C:25](=[O:26])[C:5]=3[C:4]=2[CH:3]=1. (6) Given the reactants [CH:1]1([N:6]2[C:15]3[N:14]=[C:13]([NH:16][C:17]4[CH:18]=[CH:19][C:20]([C:27]([OH:29])=O)=[C:21]5[C:25]=4[O:24][CH:23]([CH3:26])[CH2:22]5)[N:12]=[CH:11][C:10]=3[N:9]([CH3:30])[C:8](=[O:31])[C@H:7]2[CH2:32][CH3:33])[CH2:5][CH2:4][CH2:3][CH2:2]1.F[B-](F)(F)F.[N:39]1(OC(N(C)C)=[N+](C)C)[C:43]2[CH:44]=[CH:45]C=[CH:47][C:42]=2N=N1.[CH:56]([N:59](C(C)C)CC)(C)C.C(=O)(O)[O-].[Na+], predict the reaction product. The product is: [CH:1]1([N:6]2[C:15]3[N:14]=[C:13]([NH:16][C:17]4[CH:18]=[CH:19][C:20]([C:27]([NH:39][CH:43]5[CH2:42][CH2:47][N:59]([CH3:56])[CH2:45][CH2:44]5)=[O:29])=[C:21]5[C:25]=4[O:24][CH:23]([CH3:26])[CH2:22]5)[N:12]=[CH:11][C:10]=3[N:9]([CH3:30])[C:8](=[O:31])[C@H:7]2[CH2:32][CH3:33])[CH2:5][CH2:4][CH2:3][CH2:2]1. (7) Given the reactants [C:1]([O:5][C:6]([NH:8][CH2:9][C:10]1[C:11]([CH2:27][CH:28]([CH3:30])[CH3:29])=[N:12][C:13]([CH3:26])=[C:14]([C:18]=1[C:19]1[CH:24]=[CH:23][C:22]([CH3:25])=[CH:21][CH:20]=1)[C:15]([OH:17])=[O:16])=[O:7])([CH3:4])([CH3:3])[CH3:2].[Br:31][C:32]1[CH:39]=[CH:38][CH:37]=[CH:36][C:33]=1[CH2:34]Br.C(=O)([O-])[O-].[K+].[K+], predict the reaction product. The product is: [C:1]([O:5][C:6]([NH:8][CH2:9][C:10]1[C:11]([CH2:27][CH:28]([CH3:30])[CH3:29])=[N:12][C:13]([CH3:26])=[C:14]([C:18]=1[C:19]1[CH:24]=[CH:23][C:22]([CH3:25])=[CH:21][CH:20]=1)[C:15]([O:17][CH2:34][C:33]1[CH:36]=[CH:37][CH:38]=[CH:39][C:32]=1[Br:31])=[O:16])=[O:7])([CH3:4])([CH3:3])[CH3:2].